The task is: Predict the reaction yield, written as a fraction of the theoretical maximum amount of product (1.0 means a 100% yield; for example, 0.34 means a 34% yield).. This data is from Reaction yield outcomes from USPTO patents with 853,638 reactions. The reactants are [Cl:1]Cl.[F:3][CH:4]([F:13])[C:5]1[NH:9][N:8]=[C:7]([C:10]([OH:12])=[O:11])[CH:6]=1. The catalyst is O. The product is [F:13][CH:4]([F:3])[C:5]1[NH:9][N:8]=[C:7]([C:10]([OH:12])=[O:11])[C:6]=1[Cl:1]. The yield is 0.870.